Dataset: Full USPTO retrosynthesis dataset with 1.9M reactions from patents (1976-2016). Task: Predict the reactants needed to synthesize the given product. (1) Given the product [C:1]([O:5][C:6](=[O:17])[NH:7][CH2:8][CH2:9][C:10]1[CH:15]=[CH:14][C:13]([NH:16][S:27]([C:24]2[CH:25]=[CH:26][C:21]([CH:18]([CH3:20])[CH3:19])=[CH:22][CH:23]=2)(=[O:29])=[O:28])=[CH:12][CH:11]=1)([CH3:4])([CH3:2])[CH3:3], predict the reactants needed to synthesize it. The reactants are: [C:1]([O:5][C:6](=[O:17])[NH:7][CH2:8][CH2:9][C:10]1[CH:15]=[CH:14][C:13]([NH2:16])=[CH:12][CH:11]=1)([CH3:4])([CH3:3])[CH3:2].[CH:18]([C:21]1[CH:26]=[CH:25][C:24]([S:27](Cl)(=[O:29])=[O:28])=[CH:23][CH:22]=1)([CH3:20])[CH3:19]. (2) Given the product [CH2:11]([N:18]1[C:23](=[O:24])[C:22]2[CH:25]=[CH:26][O:27][C:21]=2[N:20]=[C:19]1[CH:28]([N:31]([CH2:32][CH2:33][N:34]([CH3:36])[CH3:35])[C:6](=[O:7])[C:5]1[CH:9]=[CH:10][C:2]([Br:1])=[CH:3][CH:4]=1)[CH2:29][CH3:30])[C:12]1[CH:13]=[CH:14][CH:15]=[CH:16][CH:17]=1, predict the reactants needed to synthesize it. The reactants are: [Br:1][C:2]1[CH:10]=[CH:9][C:5]([C:6](Cl)=[O:7])=[CH:4][CH:3]=1.[CH2:11]([N:18]1[C:23](=[O:24])[C:22]2[CH:25]=[CH:26][O:27][C:21]=2[N:20]=[C:19]1[CH:28]([NH:31][CH2:32][CH2:33][N:34]([CH3:36])[CH3:35])[CH2:29][CH3:30])[C:12]1[CH:17]=[CH:16][CH:15]=[CH:14][CH:13]=1.C(N(CC)C(C)C)(C)C.